From a dataset of Full USPTO retrosynthesis dataset with 1.9M reactions from patents (1976-2016). Predict the reactants needed to synthesize the given product. (1) Given the product [F:20][C:15]1[CH:16]=[CH:17][CH:18]=[CH:19][C:14]=1[CH2:13][N:5]1[C:6]([C:7]2[CH:12]=[CH:11][CH:10]=[CH:9][N:8]=2)=[C:2]([C:28]#[N:29])[C:3]([C:21]2[CH:26]=[CH:25][CH:24]=[CH:23][N:22]=2)=[N:4]1, predict the reactants needed to synthesize it. The reactants are: Br[C:2]1[C:3]([C:21]2[CH:26]=[CH:25][CH:24]=[CH:23][N:22]=2)=[N:4][N:5]([CH2:13][C:14]2[CH:19]=[CH:18][CH:17]=[CH:16][C:15]=2[F:20])[C:6]=1[C:7]1[CH:12]=[CH:11][CH:10]=[CH:9][N:8]=1.[Cu][C:28]#[N:29].[OH-].[NH4+]. (2) Given the product [Br:1][C:2]1[CH:7]=[C:6]([S:8]([CH3:11])(=[O:10])=[O:9])[CH:5]=[CH:4][C:3]=1[O:13][C:14]1[CH:15]=[C:16]([CH:21]=[CH:22][CH:23]=1)[C:17]([O:19][CH3:20])=[O:18], predict the reactants needed to synthesize it. The reactants are: [Br:1][C:2]1[CH:7]=[C:6]([S:8]([CH3:11])(=[O:10])=[O:9])[CH:5]=[CH:4][C:3]=1F.[OH:13][C:14]1[CH:15]=[C:16]([CH:21]=[CH:22][CH:23]=1)[C:17]([O:19][CH3:20])=[O:18].C(=O)([O-])[O-].[Cs+].[Cs+].CS(C)=O.